The task is: Binary Classification. Given a miRNA mature sequence and a target amino acid sequence, predict their likelihood of interaction.. This data is from Experimentally validated miRNA-target interactions with 360,000+ pairs, plus equal number of negative samples. The protein sequence of the target gene is MNGTLDHPDQPDLDAIKMFVGQVPRTWSEKDLRELFEQYGAVYEINILRDRSQNPPQSKGCCFVTFYTRKAALEAQNALHNMKVLPGMHHPIQMKPADSEKNNAVEDRKLFIGMISKKCTENDIRVMFSSFGQIEECRILRGPDGLSRGCAFVTFTTRTMAQTAIKAMHQAQTMEGCSSPMVVKFADTQKDKEQKRMAQQLQQQMQQISAASVWGNLAGLNTLGPQYLALYLQLLQQTASSGNLNTLSSLHPMGGLNAMQLQNLAALAAAASAAQNTPSGTNALTTSSSPLSVLTSSGSS.... The miRNA is hsa-miR-6727-3p with sequence UCCUGCCACCUCCUCCGCAG. Result: 0 (no interaction).